Task: Predict the reactants needed to synthesize the given product.. Dataset: Full USPTO retrosynthesis dataset with 1.9M reactions from patents (1976-2016) (1) Given the product [N+:1]([C:4]1[CH:12]=[C:11]2[C:7]([CH:8]=[N:9][N:10]2[CH2:21][CH2:22][N:23]2[CH2:27][CH2:26][CH2:25][CH2:24]2)=[CH:6][CH:5]=1)([O-:3])=[O:2], predict the reactants needed to synthesize it. The reactants are: [N+:1]([C:4]1[CH:12]=[C:11]2[C:7]([CH:8]=[N:9][NH:10]2)=[CH:6][CH:5]=1)([O-:3])=[O:2].C(=O)([O-])[O-].[K+].[K+].Cl.Cl[CH2:21][CH2:22][N:23]1[CH2:27][CH2:26][CH2:25][CH2:24]1. (2) Given the product [Si:19]([O:9][CH2:8][C:7]1[C:2]([Cl:1])=[N:3][CH:4]=[CH:5][CH:6]=1)([C:16]([CH3:18])([CH3:17])[CH3:15])([CH3:21])[CH3:20], predict the reactants needed to synthesize it. The reactants are: [Cl:1][C:2]1[C:7]([CH2:8][OH:9])=[CH:6][CH:5]=[CH:4][N:3]=1.N1C=CN=C1.[CH3:15][C:16]([Si:19](Cl)([CH3:21])[CH3:20])([CH3:18])[CH3:17]. (3) Given the product [C:1](/[CH:3]=[CH:4]/[S:5]([C:8]1[CH:9]=[CH:10][C:11]([C:14]([CH3:19])([CH3:18])[C:15]([NH:24][CH2:23][C:22]2[CH:25]=[CH:26][CH:27]=[CH:28][C:21]=2[F:20])=[O:17])=[CH:12][CH:13]=1)(=[O:6])=[O:7])#[N:2], predict the reactants needed to synthesize it. The reactants are: [C:1](/[CH:3]=[CH:4]/[S:5]([C:8]1[CH:13]=[CH:12][C:11]([C:14]([CH3:19])([CH3:18])[C:15]([OH:17])=O)=[CH:10][CH:9]=1)(=[O:7])=[O:6])#[N:2].[F:20][C:21]1[CH:28]=[CH:27][CH:26]=[CH:25][C:22]=1[CH2:23][NH2:24].Cl.CN(C)CCCN=C=NCC.ON1C2C=CC=CC=2N=N1. (4) The reactants are: [Cl-].[CH3:2][O:3][CH2:4][P+](C1C=CC=CC=1)(C1C=CC=CC=1)C1C=CC=CC=1.C[Si](C)(C)[N-][Si](C)(C)C.[Na+].[CH3:34][C:35]1([CH3:53])[CH:44]([N:45]2[C:49]([CH:50]=O)=[CH:48][N:47]=[CH:46]2)[C:43]2[C:38](=[CH:39][CH:40]=[CH:41][CH:42]=2)[C:37](=[O:52])[O:36]1. Given the product [CH3:2][O:3][CH:4]=[CH:50][C:49]1[N:45]([CH:44]2[C:43]3[C:38](=[CH:39][CH:40]=[CH:41][CH:42]=3)[C:37](=[O:52])[O:36][C:35]2([CH3:53])[CH3:34])[CH:46]=[N:47][CH:48]=1, predict the reactants needed to synthesize it. (5) The reactants are: [NH2:1][C:2]1[S:3][C:4]([C:17]2[CH:22]=[CH:21][CH:20]=[C:19]([F:23])[CH:18]=2)=[C:5]([C:7]([N:9]2[C@H:14]([CH2:15][NH2:16])[CH2:13][C@H:12]3[C@@H:10]2[CH2:11]3)=[O:8])[N:6]=1.[NH:24]1[C:32]2[C:27](=[CH:28][CH:29]=[CH:30][CH:31]=2)[C:26]([C:33](O)=[O:34])=[N:25]1. Given the product [NH2:1][C:2]1[S:3][C:4]([C:17]2[CH:22]=[CH:21][CH:20]=[C:19]([F:23])[CH:18]=2)=[C:5]([C:7]([N:9]2[C@H:14]([CH2:15][NH:16][C:33]([C:26]3[C:27]4[C:32](=[CH:31][CH:30]=[CH:29][CH:28]=4)[NH:24][N:25]=3)=[O:34])[CH2:13][C@H:12]3[C@@H:10]2[CH2:11]3)=[O:8])[N:6]=1, predict the reactants needed to synthesize it. (6) Given the product [OH:15][C:11]1[C:10]([CH2:17][CH2:18][C:19]([O:21][CH2:22][CH3:23])=[O:20])=[C:9]([O:8][CH3:1])[CH:14]=[CH:13][CH:12]=1, predict the reactants needed to synthesize it. The reactants are: [CH2:1]([O:8][C:9]1[CH:14]=[CH:13][CH:12]=[C:11]([O:15]C)[C:10]=1/[CH:17]=[CH:18]/[C:19]([O:21][CH2:22][CH3:23])=[O:20])C1C=CC=CC=1.[Cl-].[NH4+]. (7) Given the product [ClH:29].[ClH:29].[NH2:7][CH:8]([C:10]1[CH:15]=[CH:14][C:13]([C:16]([NH:17][C:18]2[CH:23]=[CH:22][N:21]=[CH:20][CH:19]=2)=[O:24])=[CH:12][C:11]=1[N+:25]([O-:27])=[O:26])[CH3:9], predict the reactants needed to synthesize it. The reactants are: C(OC(=O)[NH:7][CH:8]([C:10]1[CH:15]=[CH:14][C:13]([C:16](=[O:24])[NH:17][C:18]2[CH:23]=[CH:22][N:21]=[CH:20][CH:19]=2)=[CH:12][C:11]=1[N+:25]([O-:27])=[O:26])[CH3:9])(C)(C)C.[ClH:29]. (8) Given the product [ClH:36].[CH3:18][O:17][C:6]1[C:5]2[C:9](=[CH:10][C:2]([N:34]3[CH2:35][CH:32]([N:29]4[CH2:30][CH2:31][NH:26][CH2:27][CH2:28]4)[CH2:33]3)=[CH:3][CH:4]=2)[N:8]([C:11]2[CH:16]=[CH:15][CH:14]=[CH:13][CH:12]=2)[N:7]=1, predict the reactants needed to synthesize it. The reactants are: Br[C:2]1[CH:10]=[C:9]2[C:5]([C:6]([O:17][CH3:18])=[N:7][N:8]2[C:11]2[CH:16]=[CH:15][CH:14]=[CH:13][CH:12]=2)=[CH:4][CH:3]=1.C(OC([N:26]1[CH2:31][CH2:30][N:29]([CH:32]2[CH2:35][NH:34][CH2:33]2)[CH2:28][CH2:27]1)=O)(C)(C)C.[ClH:36]. (9) Given the product [F:1][C:2]1[CH:7]=[CH:6][C:5]([N:8]2[CH:13]=[CH:12][CH:11]=[C:10]([C:14]([Cl:66])=[O:15])[C:9]2=[O:17])=[CH:4][CH:3]=1, predict the reactants needed to synthesize it. The reactants are: [F:1][C:2]1[CH:7]=[CH:6][C:5]([N:8]2[CH:13]=[CH:12][CH:11]=[C:10]([C:14](O)=[O:15])[C:9]2=[O:17])=[CH:4][CH:3]=1.FC1C=C(NC(C2C(=O)N(C3C=CC(F)=CC=3)C=CC=2)=O)C=CC=1OC1C2=C(C)C(OCCN3CCN(C)CC3)=CN2N=CN=1.C(Cl)(=O)C([Cl:66])=O. (10) Given the product [CH2:24]([N:31]1[C:4](=[O:5])[C:6]2[CH:7]=[N:8][C:9]3[C:10]([O:22][CH3:23])=[CH:11][CH:12]=[CH:13][C:14]=3[C:15]=2[N:16]([CH:17]2[CH2:21][CH2:20][CH2:19][CH2:18]2)[C:32]1=[O:33])[C:25]1[CH:30]=[CH:29][CH:28]=[CH:27][CH:26]=1, predict the reactants needed to synthesize it. The reactants are: C(O[C:4]([C:6]1[CH:7]=[N:8][C:9]2[C:14]([C:15]=1[NH:16][CH:17]1[CH2:21][CH2:20][CH2:19][CH2:18]1)=[CH:13][CH:12]=[CH:11][C:10]=2[O:22][CH3:23])=[O:5])C.[CH2:24]([N:31]=[C:32]=[O:33])[C:25]1[CH:30]=[CH:29][CH:28]=[CH:27][CH:26]=1.